Predict the product of the given reaction. From a dataset of Forward reaction prediction with 1.9M reactions from USPTO patents (1976-2016). (1) Given the reactants [O:1]=[C:2]([CH2:9][CH:10]1[CH2:15][CH2:14][O:13][CH2:12][CH2:11]1)[CH2:3][C:4]([O:6]CC)=[O:5].[OH-].[Na+], predict the reaction product. The product is: [O:1]=[C:2]([CH2:9][CH:10]1[CH2:15][CH2:14][O:13][CH2:12][CH2:11]1)[CH2:3][C:4]([OH:6])=[O:5]. (2) Given the reactants [CH3:1][N:2]1[CH:6]([C:7]([OH:9])=O)[CH2:5][N:4]([C:10]2[N:14]([CH3:15])[CH:13]=[N:12][CH:11]=2)[C:3]1=[O:16].C(N1CCOCC1)C.O.ON1C2C=CC=CC=2N=N1.Cl.C(N=C=NCCCN(C)C)C.[Cl:48][C:49]1[CH:54]=[C:53]([Cl:55])[CH:52]=[CH:51][C:50]=1[CH2:56][NH2:57], predict the reaction product. The product is: [Cl:48][C:49]1[CH:54]=[C:53]([Cl:55])[CH:52]=[CH:51][C:50]=1[CH2:56][NH:57][C:7]([CH:6]1[CH2:5][N:4]([C:10]2[N:14]([CH3:15])[CH:13]=[N:12][CH:11]=2)[C:3](=[O:16])[N:2]1[CH3:1])=[O:9]. (3) Given the reactants [C:1]([N:8]1[CH2:13][CH2:12][CH:11]([C:14]([OH:16])=O)[CH2:10][CH2:9]1)([O:3][C:4]([CH3:7])([CH3:6])[CH3:5])=[O:2].C(Cl)(=O)C(Cl)=O.CN(C=O)C.CCN(CC)CC.[Br:35][C:36]1[CH:42]=[C:41]([CH3:43])[CH:40]=[C:39]([CH3:44])[C:37]=1[NH2:38], predict the reaction product. The product is: [C:4]([O:3][C:1]([N:8]1[CH2:9][CH2:10][CH:11]([C:14](=[O:16])[NH:38][C:37]2[C:39]([CH3:44])=[CH:40][C:41]([CH3:43])=[CH:42][C:36]=2[Br:35])[CH2:12][CH2:13]1)=[O:2])([CH3:5])([CH3:6])[CH3:7]. (4) Given the reactants [C:1]([C:3]([C:6]1[CH:7]=[C:8]([CH:11]=[C:12]([C:14]([CH3:18])([C:16]#[N:17])[CH3:15])[CH:13]=1)[CH2:9][Br:10])([CH3:5])[CH3:4])#[N:2].C(C(C1C=C(C(Br)Br)C=C(C(C)(C#N)C)C=1)(C)C)#N.[NH2:38][N:39]1[CH:43]=[N:42][N:41]=[CH:40]1, predict the reaction product. The product is: [Br-:10].[NH2:38][N:39]1[CH2:43][NH+:42]([CH2:9][C:8]2[CH:7]=[C:6]([C:3]([CH3:5])([C:1]#[N:2])[CH3:4])[CH:13]=[C:12]([C:14]([C:16]#[N:17])([CH3:18])[CH3:15])[CH:11]=2)[N:41]=[CH:40]1. (5) Given the reactants [CH3:1][O:2][C:3]([C:5]1[C:10]([NH2:11])=[N:9][CH:8]=[CH:7][N:6]=1)=[O:4].[Br:12]N1C(=O)CCC1=O, predict the reaction product. The product is: [NH2:11][C:10]1[C:5]([C:3]([O:2][CH3:1])=[O:4])=[N:6][C:7]([Br:12])=[CH:8][N:9]=1.